This data is from Orexin1 receptor HTS with 218,158 compounds and 233 confirmed actives. The task is: Binary Classification. Given a drug SMILES string, predict its activity (active/inactive) in a high-throughput screening assay against a specified biological target. The compound is S(c1n2nc(nc2c2c(n1)cccc2)CCn1c2c(nc1C)cccc2)CC(=O)NCc1occc1. The result is 0 (inactive).